This data is from Full USPTO retrosynthesis dataset with 1.9M reactions from patents (1976-2016). The task is: Predict the reactants needed to synthesize the given product. (1) Given the product [NH2:1][C:2]1[CH:11]=[CH:10][C:5]([C:6]([O:8][CH3:9])=[O:7])=[CH:4][C:3]=1[C:12]#[CH:13], predict the reactants needed to synthesize it. The reactants are: [NH2:1][C:2]1[CH:11]=[CH:10][C:5]([C:6]([O:8][CH3:9])=[O:7])=[CH:4][C:3]=1[C:12]#[C:13][Si](C)(C)C.[F-].C([N+](CCCC)(CCCC)CCCC)CCC.C(O)(=O)C.O. (2) Given the product [C:1]1([CH:7]2[N:21]3[C:22]4[C:14]([C:15]5[C:20]3=[CH:19][CH:18]=[CH:17][C:16]=5[OH:23])=[CH:13][CH:12]=[CH:11][C:10]=4[O:9][CH2:8]2)[CH:2]=[CH:3][CH:4]=[CH:5][CH:6]=1, predict the reactants needed to synthesize it. The reactants are: [C:1]1([CH:7]2[N:21]3[C:22]4[C:14]([C:15]5[C:16](=[O:23])[CH2:17][CH2:18][CH2:19][C:20]=53)=[CH:13][CH:12]=[CH:11][C:10]=4[O:9][CH2:8]2)[CH:6]=[CH:5][CH:4]=[CH:3][CH:2]=1. (3) Given the product [CH3:16][CH2:15][C:6]1([CH2:4][CH2:3][CH:2]([CH3:1])[CH3:18])[C:7](=[O:8])[N:9]=[C:10]([O-:11])[NH:12][C:13]1=[O:14].[Na+:35], predict the reactants needed to synthesize it. The reactants are: [CH3:1][CH2:2][CH2:3][CH:4]([C:6]1([CH2:15][CH:16]=C)[C:13](=[O:14])[NH:12][C:10](=[O:11])[NH:9][C:7]1=[O:8])C.[CH3:18]CCC(C1(CC=C)C(=O)[N-]C(=O)NC1=O)C.[Na+:35].